Dataset: NCI-60 drug combinations with 297,098 pairs across 59 cell lines. Task: Regression. Given two drug SMILES strings and cell line genomic features, predict the synergy score measuring deviation from expected non-interaction effect. (1) Drug 1: COC1=CC(=CC(=C1O)OC)C2C3C(COC3=O)C(C4=CC5=C(C=C24)OCO5)OC6C(C(C7C(O6)COC(O7)C8=CC=CS8)O)O. Drug 2: C1C(C(OC1N2C=C(C(=O)NC2=O)F)CO)O. Cell line: HCT-15. Synergy scores: CSS=66.7, Synergy_ZIP=0.572, Synergy_Bliss=-0.714, Synergy_Loewe=1.79, Synergy_HSA=4.27. (2) Drug 1: C1=CC(=C2C(=C1NCCNCCO)C(=O)C3=C(C=CC(=C3C2=O)O)O)NCCNCCO. Drug 2: C1CN(P(=O)(OC1)NCCCl)CCCl. Cell line: MDA-MB-231. Synergy scores: CSS=34.1, Synergy_ZIP=0.172, Synergy_Bliss=-1.04, Synergy_Loewe=-12.3, Synergy_HSA=-0.257. (3) Drug 1: CC1C(C(=O)NC(C(=O)N2CCCC2C(=O)N(CC(=O)N(C(C(=O)O1)C(C)C)C)C)C(C)C)NC(=O)C3=C4C(=C(C=C3)C)OC5=C(C(=O)C(=C(C5=N4)C(=O)NC6C(OC(=O)C(N(C(=O)CN(C(=O)C7CCCN7C(=O)C(NC6=O)C(C)C)C)C)C(C)C)C)N)C. Drug 2: CC1=C(C=C(C=C1)NC(=O)C2=CC=C(C=C2)CN3CCN(CC3)C)NC4=NC=CC(=N4)C5=CN=CC=C5. Cell line: IGROV1. Synergy scores: CSS=28.9, Synergy_ZIP=4.84, Synergy_Bliss=5.37, Synergy_Loewe=10.4, Synergy_HSA=8.57. (4) Drug 1: CC1=C(C=C(C=C1)NC2=NC=CC(=N2)N(C)C3=CC4=NN(C(=C4C=C3)C)C)S(=O)(=O)N.Cl. Drug 2: COC1=C2C(=CC3=C1OC=C3)C=CC(=O)O2. Cell line: SNB-19. Synergy scores: CSS=0.546, Synergy_ZIP=1.85, Synergy_Bliss=1.87, Synergy_Loewe=0.682, Synergy_HSA=-0.178.